From a dataset of Full USPTO retrosynthesis dataset with 1.9M reactions from patents (1976-2016). Predict the reactants needed to synthesize the given product. Given the product [CH:1]1([CH:4]([C:18]2[CH:23]=[CH:22][CH:21]=[CH:20][CH:19]=2)[NH:5][C:6]([C:8]2[CH:9]=[C:10]3[C:14](=[CH:15][CH:16]=2)[NH:13][N:12]=[C:11]3[C:34]2[CH:35]=[CH:36][C:31]([CH:27]3[O:28][CH2:29][CH2:30][N:25]([CH3:24])[CH2:26]3)=[CH:32][CH:33]=2)=[O:7])[CH2:3][CH2:2]1, predict the reactants needed to synthesize it. The reactants are: [CH:1]1([CH:4]([C:18]2[CH:23]=[CH:22][CH:21]=[CH:20][CH:19]=2)[NH:5][C:6]([C:8]2[CH:9]=[C:10]3[C:14](=[CH:15][CH:16]=2)[NH:13][N:12]=[C:11]3I)=[O:7])[CH2:3][CH2:2]1.[CH3:24][N:25]1[CH2:30][CH2:29][O:28][CH:27]([C:31]2[CH:36]=[CH:35][C:34](B3OC(C)(C)C(C)(C)O3)=[CH:33][CH:32]=2)[CH2:26]1.